The task is: Predict the product of the given reaction.. This data is from Forward reaction prediction with 1.9M reactions from USPTO patents (1976-2016). (1) Given the reactants [C:1]([C:4]1[CH:23]=[CH:22][C:7]([O:8][CH2:9][CH2:10][CH2:11][CH2:12][O:13][C:14]2[CH:21]=[CH:20][C:17]([C:18]#[N:19])=[CH:16][CH:15]=2)=[C:6]([Cl:24])[C:5]=1[Cl:25])(=[O:3])[CH3:2].[N:26]([Si](C)(C)C)=[N+:27]=[N-:28].C([Sn](=O)CCCC)CCC, predict the reaction product. The product is: [Cl:25][C:5]1[C:6]([Cl:24])=[C:7]([O:8][CH2:9][CH2:10][CH2:11][CH2:12][O:13][C:14]2[CH:15]=[CH:16][C:17]([C:18]3[NH:28][N:27]=[N:26][N:19]=3)=[CH:20][CH:21]=2)[CH:22]=[CH:23][C:4]=1[C:1](=[O:3])[CH3:2]. (2) Given the reactants [CH3:1][C:2]1[N:3]([CH2:35][C:36]([OH:38])=[O:37])[C:4]([C:29]2[CH:34]=[CH:33][CH:32]=[CH:31][CH:30]=2)=[C:5]([C:23]2[CH:28]=[CH:27][CH:26]=[CH:25][CH:24]=2)[C:6]=1CC1C=CC=CC=1S(C1C=CC=CC=1)(=O)=O.[N:39]1([S:44]([C:47]2[CH:54]=[CH:53][CH:52]=[CH:51][C:48]=2[CH:49]=O)(=[O:46])=[O:45])[CH2:43][CH2:42][CH2:41][CH2:40]1, predict the reaction product. The product is: [CH3:1][C:2]1[N:3]([CH2:35][C:36]([OH:38])=[O:37])[C:4]([C:29]2[CH:30]=[CH:31][CH:32]=[CH:33][CH:34]=2)=[C:5]([C:23]2[CH:24]=[CH:25][CH:26]=[CH:27][CH:28]=2)[C:6]=1[CH2:49][C:48]1[CH:51]=[CH:52][CH:53]=[CH:54][C:47]=1[S:44]([N:39]1[CH2:43][CH2:42][CH2:41][CH2:40]1)(=[O:46])=[O:45]. (3) The product is: [CH3:1][C:2]1[N:3]([CH2:22][C:23]2[CH:24]=[N:25][CH:26]=[N:27][CH:28]=2)[C:4]2[C:9]([C:10]=1[C:11]([O:13][CH3:14])=[O:12])=[CH:8][CH:7]=[CH:6][CH:5]=2. Given the reactants [CH3:1][C:2]1[NH:3][C:4]2[C:9]([C:10]=1[C:11]([O:13][CH3:14])=[O:12])=[CH:8][CH:7]=[CH:6][CH:5]=2.C(=O)([O-])[O-].[Cs+].[Cs+].Br[CH2:22][C:23]1[CH:24]=[N:25][CH:26]=[N:27][CH:28]=1, predict the reaction product. (4) Given the reactants Br[CH2:2][C:3]1[CH:4]=[C:5]([CH:10]=[CH:11][CH:12]=1)[C:6]([O:8][CH3:9])=[O:7].[C-:13]#[N:14].[K+].C1OCCOCCOCCOCCOCCOC1, predict the reaction product. The product is: [C:13]([CH2:2][C:3]1[CH:4]=[C:5]([CH:10]=[CH:11][CH:12]=1)[C:6]([O:8][CH3:9])=[O:7])#[N:14]. (5) Given the reactants [C:1]([O:5][K])([CH3:4])([CH3:3])C.N1C=CC=CC=1.I[C:14]1[CH:19]=[CH:18][CH:17]=[CH:16][C:15]=1O.[N+:21]([C:24]1C=C([N+]([O-])=O)C2OC3C=CC=CC=3[C:26]=2[CH:25]=1)([O-:23])=[O:22], predict the reaction product. The product is: [N+:21]([C:24]1[C:4]2[C:15]3[CH:16]=[CH:17][CH:18]=[CH:19][C:14]=3[O:5][C:1]=2[CH:3]=[CH:26][CH:25]=1)([O-:23])=[O:22]. (6) Given the reactants [OH:1][CH:2]1[CH2:7][CH2:6][CH2:5][C:4](=[N:8]O)[C:3]1([CH3:11])[CH3:10].N, predict the reaction product. The product is: [NH2:8][CH:4]1[CH2:5][CH2:6][CH2:7][CH:2]([OH:1])[C:3]1([CH3:11])[CH3:10]. (7) Given the reactants CS(O[CH2:6][CH2:7][C@H:8]([NH:15][C:16]([C@H:18]1[N:22]([S:23]([C:26]2[CH:31]=[CH:30][C:29]([C:32]3[CH:37]=[CH:36][CH:35]=[CH:34][CH:33]=3)=[CH:28][CH:27]=2)(=[O:25])=[O:24])[CH2:21][CH2:20][S:19]1)=[O:17])[C:9]1[CH:14]=[CH:13][CH:12]=[CH:11][CH:10]=1)(=O)=O.[NH:38]1[CH2:43][CH2:42][CH2:41][CH2:40][CH2:39]1, predict the reaction product. The product is: [C:29]1([C:32]2[CH:33]=[CH:34][CH:35]=[CH:36][CH:37]=2)[CH:28]=[CH:27][C:26]([S:23]([N:22]2[CH2:21][CH2:20][S:19][CH:18]2[C:16]([NH:15][CH:8]([C:9]2[CH:14]=[CH:13][CH:12]=[CH:11][CH:10]=2)[CH2:7][CH2:6][N:38]2[CH2:43][CH2:42][CH2:41][CH2:40][CH2:39]2)=[O:17])(=[O:24])=[O:25])=[CH:31][CH:30]=1. (8) Given the reactants [C:1]([O:4][CH2:5][C:6]1[CH:11]=[CH:10][C:9]([CH:12]([CH:16]2[CH2:20][CH2:19][CH2:18][CH2:17]2)[C:13]([OH:15])=O)=[CH:8][CH:7]=1)(=[O:3])[CH3:2].O.ON1C2C=CC=CC=2N=N1.C(N(CC)C(C)C)(C)C.[NH2:41][C:42]1[CH:43]=[C:44]([CH:56]=[CH:57][CH:58]=1)[CH2:45][C:46]1([C:49]([O:51][C:52]([CH3:55])([CH3:54])[CH3:53])=[O:50])[CH2:48][CH2:47]1.CN(C(ON1N=NC2C=CC=NC1=2)=[N+](C)C)C.F[P-](F)(F)(F)(F)F.C(=O)([O-])[O-].[Na+].[Na+], predict the reaction product. The product is: [C:1]([O:4][CH2:5][C:6]1[CH:7]=[CH:8][C:9]([CH:12]([CH:16]2[CH2:20][CH2:19][CH2:18][CH2:17]2)[C:13]([NH:41][C:42]2[CH:43]=[C:44]([CH:56]=[CH:57][CH:58]=2)[CH2:45][C:46]2([C:49]([O:51][C:52]([CH3:55])([CH3:53])[CH3:54])=[O:50])[CH2:48][CH2:47]2)=[O:15])=[CH:10][CH:11]=1)(=[O:3])[CH3:2]. (9) Given the reactants [F:1][C:2]1[CH:3]=[C:4]([CH:7]=[C:8]([F:10])[CH:9]=1)[CH2:5][OH:6].O1CCCC1.[H-].[Na+].[C:18]([O:22][C:23]([N:25]1[CH2:30][CH2:29][N:28]([C:31]2[CH:36]=[CH:35][N:34]=[C:33](Cl)[N:32]=2)[CH2:27][CH2:26]1)=[O:24])([CH3:21])([CH3:20])[CH3:19], predict the reaction product. The product is: [C:18]([O:22][C:23]([N:25]1[CH2:30][CH2:29][N:28]([C:31]2[CH:36]=[CH:35][N:34]=[C:33]([O:6][CH2:5][C:4]3[CH:3]=[C:2]([F:1])[CH:9]=[C:8]([F:10])[CH:7]=3)[N:32]=2)[CH2:27][CH2:26]1)=[O:24])([CH3:21])([CH3:19])[CH3:20].